This data is from Full USPTO retrosynthesis dataset with 1.9M reactions from patents (1976-2016). The task is: Predict the reactants needed to synthesize the given product. (1) Given the product [C:22]([C:24]1[CH:29]=[C:28]([C:2]2[CH:7]=[CH:6][CH:5]=[C:4]([CH:8]=[C:9]3[CH2:14][CH2:13][N:12]([C:15]([O:17][C:18]([CH3:21])([CH3:20])[CH3:19])=[O:16])[CH2:11][CH2:10]3)[CH:3]=2)[CH:27]=[CH:26][CH:25]=1)#[N:23], predict the reactants needed to synthesize it. The reactants are: Br[C:2]1[CH:3]=[C:4]([CH:8]=[C:9]2[CH2:14][CH2:13][N:12]([C:15]([O:17][C:18]([CH3:21])([CH3:20])[CH3:19])=[O:16])[CH2:11][CH2:10]2)[CH:5]=[CH:6][CH:7]=1.[C:22]([C:24]1[CH:25]=[C:26](B(O)O)[CH:27]=[CH:28][CH:29]=1)#[N:23].C([O-])([O-])=O.[K+].[K+]. (2) The reactants are: Br[C:2]1[CH:20]=[CH:19][C:5]([O:6][CH2:7][CH:8]2[CH2:13][CH2:12][N:11]([CH2:14][C:15]([F:18])([CH3:17])[CH3:16])[CH2:10][CH2:9]2)=[CH:4][C:3]=1[F:21].[CH3:22][S:23]([C:26]1[CH:31]=[CH:30][C:29](B(O)O)=[CH:28][CH:27]=1)(=[O:25])=[O:24].C([O-])([O-])=O.[Cs+].[Cs+]. Given the product [F:18][C:15]([CH3:17])([CH3:16])[CH2:14][N:11]1[CH2:12][CH2:13][CH:8]([CH2:7][O:6][C:5]2[CH:19]=[CH:20][C:2]([C:29]3[CH:30]=[CH:31][C:26]([S:23]([CH3:22])(=[O:25])=[O:24])=[CH:27][CH:28]=3)=[C:3]([F:21])[CH:4]=2)[CH2:9][CH2:10]1, predict the reactants needed to synthesize it.